This data is from Peptide-MHC class I binding affinity with 185,985 pairs from IEDB/IMGT. The task is: Regression. Given a peptide amino acid sequence and an MHC pseudo amino acid sequence, predict their binding affinity value. This is MHC class I binding data. The peptide sequence is TSLAIKNYYR. The MHC is HLA-A33:01 with pseudo-sequence HLA-A33:01. The binding affinity (normalized) is 0.487.